This data is from Reaction yield outcomes from USPTO patents with 853,638 reactions. The task is: Predict the reaction yield, written as a fraction of the theoretical maximum amount of product (1.0 means a 100% yield; for example, 0.34 means a 34% yield). The yield is 0.380. The product is [CH:2]([N:5]1[C:9]([C:10]2[N:19]=[C:18]3[C:17]4[CH:20]=[CH:21][C:22]([CH:24]5[CH2:29][CH2:28][N:27]([CH2:34][C:33]([N:32]([CH3:37])[CH3:31])=[O:36])[CH2:26][CH2:25]5)=[CH:23][C:16]=4[O:15][CH2:14][CH2:13][N:12]3[CH:11]=2)=[N:8][C:7]([CH3:30])=[N:6]1)([CH3:4])[CH3:3]. The reactants are Cl.[CH:2]([N:5]1[C:9]([C:10]2[N:19]=[C:18]3[N:12]([CH2:13][CH2:14][O:15][C:16]4[CH:23]=[C:22]([CH:24]5[CH2:29][CH2:28][NH:27][CH2:26][CH2:25]5)[CH:21]=[CH:20][C:17]=43)[CH:11]=2)=[N:8][C:7]([CH3:30])=[N:6]1)([CH3:4])[CH3:3].[CH3:31][N:32]([CH3:37])[C:33](=[O:36])[CH2:34]Cl. The catalyst is C(Cl)Cl.CCCC[N+](CCCC)(CCCC)CCCC.[I-].